From a dataset of Full USPTO retrosynthesis dataset with 1.9M reactions from patents (1976-2016). Predict the reactants needed to synthesize the given product. (1) Given the product [CH3:1][O:2][C:3]([C@@H:4]1[O:21][C:23](=[O:25])[N:6]([C:7]2[CH:8]=[C:9]3[C:13](=[CH:14][CH:15]=2)[N:12]([CH:16]([CH2:18][CH3:19])[CH3:17])[C:11](=[O:20])[CH2:10]3)[CH2:5]1)=[O:22], predict the reactants needed to synthesize it. The reactants are: [CH3:1][O:2][C:3](=[O:22])[C@H:4]([OH:21])[CH2:5][NH:6][C:7]1[CH:8]=[C:9]2[C:13](=[CH:14][CH:15]=1)[N:12]([CH:16]([CH2:18][CH3:19])[CH3:17])[C:11](=[O:20])[CH2:10]2.[C:23](OCC)(=[O:25])C. (2) Given the product [CH3:18][N:19]([CH3:23])[CH2:20][CH2:21][NH:22][S:7]([C:5]1[S:6][C:2]([Br:1])=[CH:3][CH:4]=1)(=[O:9])=[O:8], predict the reactants needed to synthesize it. The reactants are: [Br:1][C:2]1[S:6][C:5]([S:7](Cl)(=[O:9])=[O:8])=[CH:4][CH:3]=1.C(N(CC)CC)C.[CH3:18][N:19]([CH3:23])[CH2:20][CH2:21][NH2:22].